This data is from Forward reaction prediction with 1.9M reactions from USPTO patents (1976-2016). The task is: Predict the product of the given reaction. (1) Given the reactants [CH2:1]([C:5]12[CH2:17][CH:16]([CH2:18][CH:19]=[O:20])[C:15](=[O:21])[C:14]([CH3:22])=[C:13]1[C:12]1[C:7](=[CH:8][C:9]([OH:23])=[CH:10][CH:11]=1)[CH2:6]2)[CH2:2][CH2:3][CH3:4].[BH4-].[Na+], predict the reaction product. The product is: [CH2:1]([C:5]12[CH2:17][CH:16]([CH2:18][CH2:19][OH:20])[C:15](=[O:21])[C:14]([CH3:22])=[C:13]1[C:12]1[C:7](=[CH:8][C:9]([OH:23])=[CH:10][CH:11]=1)[CH2:6]2)[CH2:2][CH2:3][CH3:4]. (2) Given the reactants C[Si]([N-][Si](C)(C)C)(C)C.[Li+].C[CH:12]([CH:16]([CH3:24])[CH2:17][C:18]1[CH:23]=[CH:22][CH:21]=[CH:20][CH:19]=1)C([O-])=O.[Cl:25][CH2:26][C@@H:27]([OH:34])[CH2:28][C:29](OCC)=[O:30].[C:35]([OH:38])(=[O:37])[CH3:36], predict the reaction product. The product is: [Cl:25][CH2:26][CH:27]([OH:34])[CH2:28][C:29](=[O:30])[CH2:36][C:35]([O:38][C:16]([CH3:12])([CH3:24])[CH2:17][C:18]1[CH:19]=[CH:20][CH:21]=[CH:22][CH:23]=1)=[O:37]. (3) The product is: [CH2:1]([N:5]1[CH2:6][CH2:7][C:8]([CH3:12])([CH3:11])[C:9]([C:20](=[O:23])[CH2:21][CH3:22])=[CH:10]1)[CH:2]([CH3:4])[CH3:3]. Given the reactants [CH2:1]([N:5]1[CH:10]=[CH:9][C:8]([CH3:12])([CH3:11])[CH2:7][CH2:6]1)[CH:2]([CH3:4])[CH3:3].C(N(CC)CC)C.[C:20](Cl)(=[O:23])[CH2:21][CH3:22], predict the reaction product. (4) Given the reactants S1C=CC=C1[Cl:6].[CH3:7][O:8][CH2:9][CH2:10][N:11]1[C:19]([C:20]([OH:22])=O)=[C:18]2[C:13]([CH:14]=[CH:15][CH:16]=[CH:17]2)=[N:12]1, predict the reaction product. The product is: [CH3:7][O:8][CH2:9][CH2:10][N:11]1[C:19]([C:20]([Cl:6])=[O:22])=[C:18]2[C:13]([CH:14]=[CH:15][CH:16]=[CH:17]2)=[N:12]1. (5) Given the reactants [C:1](=[O:4])([O-])N.[SiH3]O[SiH3].[CH2:8]([O:11][C:12]([N:14]1[CH2:18][C@H:17]([OH:19])[CH2:16][C@H:15]1[C:20]([O:22]C)=[O:21])=[O:13])[CH:9]=[CH2:10], predict the reaction product. The product is: [CH2:8]([O:11][C:12]([N:14]1[CH2:18][C@H:17]([OH:19])[CH2:16][C@:15]1([CH2:1][OH:4])[C:20]([OH:22])=[O:21])=[O:13])[C:9]1[CH:10]=[CH:17][CH:16]=[CH:15][CH:20]=1. (6) Given the reactants [F:1][C:2]1[CH:37]=[CH:36][CH:35]=[CH:34][C:3]=1[CH2:4][NH:5][C:6](=[O:33])[CH2:7][CH:8]1[N:14]([C:15](=[O:22])[C:16]2[CH:21]=[CH:20][N:19]=[CH:18][CH:17]=2)[CH2:13][C:12]2[CH:23]=[CH:24][CH:25]=[CH:26][C:11]=2[N:10]([CH2:27][C:28]([CH3:31])([CH3:30])[CH3:29])[C:9]1=[O:32].ClC1C=CC=C(C(OO)=[O:46])C=1, predict the reaction product. The product is: [F:1][C:2]1[CH:37]=[CH:36][CH:35]=[CH:34][C:3]=1[CH2:4][NH:5][C:6](=[O:33])[CH2:7][CH:8]1[N:14]([C:15](=[O:22])[C:16]2[CH:17]=[CH:18][N+:19]([O-:46])=[CH:20][CH:21]=2)[CH2:13][C:12]2[CH:23]=[CH:24][CH:25]=[CH:26][C:11]=2[N:10]([CH2:27][C:28]([CH3:31])([CH3:30])[CH3:29])[C:9]1=[O:32].